From a dataset of Forward reaction prediction with 1.9M reactions from USPTO patents (1976-2016). Predict the product of the given reaction. (1) Given the reactants [Cl:1][C:2]1[CH:9]=[C:8]([N:10]2[CH:14]([CH:15]3[CH2:19][CH2:18][CH2:17][CH2:16]3)[CH2:13][C:12](Cl)=[N:11]2)[CH:7]=[CH:6][C:3]=1[C:4]#[N:5].Cl.[NH:22]1[CH2:27][CH2:26][CH:25]([NH:28][S:29]([CH3:32])(=[O:31])=[O:30])[CH2:24][CH2:23]1.CCN([CH:39]([CH3:41])C)C(C)C.CN(C(ON1N=N[C:52]2[CH:53]=[CH:54][CH:55]=[N:56][C:51]1=2)=[N+](C)C)C.F[P-](F)(F)(F)(F)F.CN([CH:69]=[O:70])C, predict the reaction product. The product is: [Cl:1][C:2]1[CH:9]=[C:8]([N:10]2[CH:14]([CH:15]3[CH2:19][CH2:18][CH2:17][CH2:16]3)[CH:13]3[C:12]([C:54]4[CH:53]=[CH:52][C:51]([C:69]([N:22]5[CH2:23][CH2:24][CH:25]([NH:28][S:29]([CH3:32])(=[O:30])=[O:31])[CH2:26][CH2:27]5)=[O:70])=[N:56][C:55]=4[CH2:39][CH2:41]3)=[N:11]2)[CH:7]=[CH:6][C:3]=1[C:4]#[N:5]. (2) Given the reactants [NH2:1][C:2]1[N:7]=[C:6]([N:8]2[CH:17]([CH3:18])[CH2:16][C:15]3[C:10](=[CH:11][C:12]([C:19]4[CH:24]=[CH:23][N:22]=[C:21]([C:25](O)=[O:26])[CH:20]=4)=[CH:13][CH:14]=3)[CH2:9]2)[CH:5]=[C:4]([N:28]2[CH2:33][CH2:32][N:31]([CH3:34])[CH2:30][CH2:29]2)[N:3]=1.[CH3:35][N:36]([CH3:42])[CH:37]1[CH2:41][CH2:40][NH:39][CH2:38]1, predict the reaction product. The product is: [CH3:35][N:36]([CH3:42])[CH:37]1[CH2:41][CH2:40][N:39]([C:25]([C:21]2[CH:20]=[C:19]([C:12]3[CH:11]=[C:10]4[C:15]([CH2:16][CH:17]([CH3:18])[N:8]([C:6]5[CH:5]=[C:4]([N:28]6[CH2:33][CH2:32][N:31]([CH3:34])[CH2:30][CH2:29]6)[N:3]=[C:2]([NH2:1])[N:7]=5)[CH2:9]4)=[CH:14][CH:13]=3)[CH:24]=[CH:23][N:22]=2)=[O:26])[CH2:38]1. (3) Given the reactants [Br:1][C:2]1[CH:10]=[C:9]2[C:5]([C:6]3[CH2:14][CH2:13][NH:12][CH2:11][C:7]=3[NH:8]2)=[CH:4][CH:3]=1.[CH3:15][C:16]([O:19][C:20](O[C:20]([O:19][C:16]([CH3:18])([CH3:17])[CH3:15])=[O:21])=[O:21])([CH3:18])[CH3:17], predict the reaction product. The product is: [Br:1][C:2]1[CH:10]=[C:9]2[C:5]([C:6]3[CH2:14][CH2:13][N:12]([C:20]([O:19][C:16]([CH3:18])([CH3:17])[CH3:15])=[O:21])[CH2:11][C:7]=3[NH:8]2)=[CH:4][CH:3]=1. (4) Given the reactants Br[C:2]1[CH:3]=[C:4]2[CH:10]=[CH:9][N:8]([Si:11]([CH:18]([CH3:20])[CH3:19])([CH:15]([CH3:17])[CH3:16])[CH:12]([CH3:14])[CH3:13])[C:5]2=[N:6][CH:7]=1.C([Li])(C)(C)C.[Cl:26]C(Cl)(Cl)C(Cl)(Cl)Cl.O, predict the reaction product. The product is: [Cl:26][C:2]1[CH:3]=[C:4]2[CH:10]=[CH:9][N:8]([Si:11]([CH:18]([CH3:20])[CH3:19])([CH:15]([CH3:17])[CH3:16])[CH:12]([CH3:14])[CH3:13])[C:5]2=[N:6][CH:7]=1. (5) Given the reactants [OH:1][C@@H:2]([CH3:28])[CH2:3][CH2:4][CH2:5][CH2:6][N:7]1[C:16](=[O:17])[C:15]2[N:14]([CH2:18][C:19]3[CH:24]=[CH:23][CH:22]=[CH:21][CH:20]=3)[C:13]([CH2:25]Cl)=[N:12][C:11]=2[N:10]([CH3:27])[C:8]1=[O:9].[CH3:29][NH2:30], predict the reaction product. The product is: [OH:1][C@@H:2]([CH3:28])[CH2:3][CH2:4][CH2:5][CH2:6][N:7]1[C:16](=[O:17])[C:15]2[N:14]([CH2:18][C:19]3[CH:24]=[CH:23][CH:22]=[CH:21][CH:20]=3)[C:13]([CH2:25][NH:30][CH3:29])=[N:12][C:11]=2[N:10]([CH3:27])[C:8]1=[O:9]. (6) The product is: [CH2:1]([O:8][C:9]([NH:11][C@@H:12]([C@@H:20]([OH:24])[CH:21]([CH3:22])[CH3:23])[C:13]([OH:15])=[O:14])=[O:10])[C:2]1[CH:3]=[CH:4][CH:5]=[CH:6][CH:7]=1. Given the reactants [CH2:1]([O:8][C:9]([NH:11][C@@H:12]([C@@H:20]([OH:24])[CH:21]([CH3:23])[CH3:22])[C:13]([O:15]C(C)(C)C)=[O:14])=[O:10])[C:2]1[CH:7]=[CH:6][CH:5]=[CH:4][CH:3]=1.FC(F)(F)C(O)=O, predict the reaction product. (7) Given the reactants Cl.[F:2][C:3]([F:34])([F:33])[O:4][C:5]1[CH:10]=[CH:9][CH:8]=[CH:7][C:6]=1[CH2:11][CH2:12][NH:13][CH2:14][CH2:15][CH2:16][CH2:17][C:18]([C:20]1[CH:21]=[C:22]([S:29]([NH2:32])(=[O:31])=[O:30])[C:23]2[O:27][CH2:26][CH2:25][C:24]=2[CH:28]=1)=[O:19].[C:35]([OH:42])(=[O:41])/[CH:36]=[CH:37]/[C:38]([OH:40])=[O:39], predict the reaction product. The product is: [C:35]([OH:42])(=[O:41])/[CH:36]=[CH:37]/[C:38]([OH:40])=[O:39].[F:34][C:3]([F:2])([F:33])[O:4][C:5]1[CH:10]=[CH:9][CH:8]=[CH:7][C:6]=1[CH2:11][CH2:12][NH:13][CH2:14][CH2:15][CH2:16][CH2:17][C:18]([C:20]1[CH:21]=[C:22]([S:29]([NH2:32])(=[O:30])=[O:31])[C:23]2[O:27][CH2:26][CH2:25][C:24]=2[CH:28]=1)=[O:19].